Dataset: Full USPTO retrosynthesis dataset with 1.9M reactions from patents (1976-2016). Task: Predict the reactants needed to synthesize the given product. (1) Given the product [Cl:1][C:2]1[CH:3]=[CH:4][C:5]([CH2:6][NH:7][C:8]([C:10]2[C:11](=[O:25])[C:12]3[CH:20]=[C:19]([CH2:21][CH2:22][CH2:23][OH:24])[S:18][C:13]=3[N:14]([CH2:16][CH3:17])[CH:15]=2)=[O:9])=[CH:26][CH:27]=1, predict the reactants needed to synthesize it. The reactants are: [Cl:1][C:2]1[CH:27]=[CH:26][C:5]([CH2:6][NH:7][C:8]([C:10]2[C:11](=[O:25])[C:12]3[CH:20]=[C:19]([C:21]#[C:22][CH2:23][OH:24])[S:18][C:13]=3[N:14]([CH2:16][CH3:17])[CH:15]=2)=[O:9])=[CH:4][CH:3]=1. (2) Given the product [NH:24]1[CH:25]=[CH:26][C:22]([NH:21][C:13]2[N:14]=[C:15]3[CH:20]=[CH:19][CH:18]=[N:17][N:16]3[C:12]=2[C:7]2[N:8]=[C:9]([CH3:11])[N:10]=[C:5]([NH:4][C:1](=[O:3])[CH3:2])[CH:6]=2)=[N:23]1, predict the reactants needed to synthesize it. The reactants are: [C:1]([NH:4][C:5]1[N:10]=[C:9]([CH3:11])[N:8]=[C:7]([C:12]2[N:16]3[N:17]=[CH:18][CH:19]=[CH:20][C:15]3=[N:14][C:13]=2[NH:21][C:22]2[CH:26]=[CH:25][N:24](C(OC(C)(C)C)=O)[N:23]=2)[CH:6]=1)(=[O:3])[CH3:2].C(O)(C(F)(F)F)=O. (3) Given the product [OH:1][C:2]1[C:3]([C:12]([O:14][CH3:15])=[O:13])=[CH:4][CH:5]=[C:6]2[C:11]=1[N:10]=[CH:9][CH:8]=[CH:7]2, predict the reactants needed to synthesize it. The reactants are: [OH:1][C:2]1[C:3]([C:12]([OH:14])=[O:13])=[CH:4][CH:5]=[C:6]2[C:11]=1[N:10]=[CH:9][CH:8]=[CH:7]2.[CH3:15]O.S(=O)(=O)(O)O.